Dataset: Catalyst prediction with 721,799 reactions and 888 catalyst types from USPTO. Task: Predict which catalyst facilitates the given reaction. (1) Reactant: [CH2:1]([O:8][C:9]1[CH:18]=[CH:17][C:16]2[C:11](=[CH:12][CH:13]=[C:14]([CH:19]([N+:21]([O-:23])=[O:22])[CH3:20])[CH:15]=2)[N:10]=1)[CH2:2][CH2:3][CH2:4][CH2:5][CH2:6][CH3:7].C=O.[CH3:26][O:27][Na]. Product: [CH2:1]([O:8][C:9]1[CH:18]=[CH:17][C:16]2[C:11](=[CH:12][CH:13]=[C:14]([C:19]([N+:21]([O-:23])=[O:22])([CH3:20])[CH2:26][OH:27])[CH:15]=2)[N:10]=1)[CH2:2][CH2:3][CH2:4][CH2:5][CH2:6][CH3:7]. The catalyst class is: 36. (2) Reactant: [CH2:1]([O:3][C:4]([CH2:6][S:7][C:8]1[C:16]2[C:12](=[C:13]([C:19]([O:21][CH2:22][CH3:23])=[O:20])[S:14][C:15]=2[S:17][CH3:18])[CH2:11][CH2:10][C:9]=1[CH:24]=O)=[O:5])[CH3:2]. Product: [CH3:18][S:17][C:15]1[S:14][C:13]([C:19]([O:21][CH2:22][CH3:23])=[O:20])=[C:12]2[CH2:11][CH2:10][C:9]3[CH:24]=[C:6]([C:4]([O:3][CH2:1][CH3:2])=[O:5])[S:7][C:8]=3[C:16]=12. The catalyst class is: 152. (3) Reactant: [NH2:1][C:2]1[C:7]([CH:8]=O)=[CH:6][N:5]=[C:4]([Cl:10])[CH:3]=1.[Br:11][CH2:12][CH:13](OC)OC.FC(F)(F)S([O-])(=O)=O.[Yb+3].FC(F)(F)S([O-])(=O)=O.FC(F)(F)S([O-])(=O)=O. Product: [Br:11][C:12]1[CH:13]=[N:1][C:2]2[C:7]([CH:8]=1)=[CH:6][N:5]=[C:4]([Cl:10])[CH:3]=2. The catalyst class is: 210. (4) Reactant: [OH:1][NH:2]/[C:3](=[N:14]\[H])/[C:4]1[CH:9]=[CH:8][C:7]([C:10]([F:13])([F:12])[F:11])=[CH:6][CH:5]=1.[F:16][C:17]1[CH:22]=[CH:21][C:20]([C:23]2([C:33]3[CH:38]=[CH:37][C:36]([F:39])=[CH:35][CH:34]=3)[CH2:27][CH2:26][N:25]([CH2:28][C:29](O)=O)[C:24]2=[O:32])=[CH:19][CH:18]=1.Cl.C(N=C=NCCCN(C)C)C. Product: [F:39][C:36]1[CH:35]=[CH:34][C:33]([C:23]2([C:20]3[CH:19]=[CH:18][C:17]([F:16])=[CH:22][CH:21]=3)[CH2:27][CH2:26][N:25]([CH2:28][C:29]3[O:1][N:2]=[C:3]([C:4]4[CH:9]=[CH:8][C:7]([C:10]([F:13])([F:12])[F:11])=[CH:6][CH:5]=4)[N:14]=3)[C:24]2=[O:32])=[CH:38][CH:37]=1. The catalyst class is: 68. (5) Reactant: [C:1]([N:4]1[C:12]2[C:7](=[CH:8][CH:9]=[C:10]([N+:13]([O-])=O)[CH:11]=2)[CH2:6][CH2:5]1)(=[O:3])[CH3:2]. Product: [C:1]([N:4]1[C:12]2[C:7](=[CH:8][CH:9]=[C:10]([NH2:13])[CH:11]=2)[CH2:6][CH2:5]1)(=[O:3])[CH3:2]. The catalyst class is: 99.